This data is from Reaction yield outcomes from USPTO patents with 853,638 reactions. The task is: Predict the reaction yield, written as a fraction of the theoretical maximum amount of product (1.0 means a 100% yield; for example, 0.34 means a 34% yield). (1) The reactants are CO[C:3](=[NH:10])[C:4]1[CH:9]=[CH:8][CH:7]=[N:6][CH:5]=1.C(O)(=O)C(O)=O.[CH2:17]([NH:19][NH2:20])[CH3:18]. The catalyst is N1C=CC=CC=1. The product is [CH2:17]([NH:19][NH:20][C:3](=[NH:10])[C:4]1[CH:9]=[CH:8][CH:7]=[N:6][CH:5]=1)[CH3:18]. The yield is 0.870. (2) The reactants are [Cl:1][C:2]1[CH:3]=[C:4]([C:8]2[C:12]([NH:13][C:14]([C:16]3[CH:24]=C4N=CC=CN4N=3)=[O:15])=[CH:11][NH:10][N:9]=2)[CH:5]=[CH:6][CH:7]=1.[CH3:25][C:26]1([O:29][CH2:28]1)[CH3:27].C(=O)([O-])[O-].[Cs+].[Cs+].C[N:37]([CH3:40])[CH:38]=O. No catalyst specified. The product is [Cl:1][C:2]1[CH:3]=[C:4]([C:8]2[C:12]([NH:13][C:14]([C:16]3[CH:24]=[N:10][N:9]4[CH:8]=[CH:4][CH:40]=[N:37][C:38]=34)=[O:15])=[CH:11][N:10]([CH2:25][C:26]([OH:29])([CH3:28])[CH3:27])[N:9]=2)[CH:5]=[CH:6][CH:7]=1. The yield is 0.460. (3) The reactants are [F:1][C:2]([F:11])([F:10])[CH:3]1[CH2:8][CH2:7][CH:6]([OH:9])[CH2:5][CH2:4]1.CC(OI1(OC(C)=O)(OC(C)=O)OC(=O)C2C=CC=CC1=2)=O. The catalyst is C(Cl)Cl. The product is [F:1][C:2]([F:10])([F:11])[CH:3]1[CH2:8][CH2:7][C:6](=[O:9])[CH2:5][CH2:4]1. The yield is 0.946. (4) The reactants are [CH:1]1([C@H:7]2[NH:12][C:11](=[O:13])[CH2:10][NH:9][CH2:8]2)[CH2:6][CH2:5][CH2:4][CH2:3][CH2:2]1.[CH3:14][C:15]([O:18][C:19](O[C:19]([O:18][C:15]([CH3:17])([CH3:16])[CH3:14])=[O:20])=[O:20])([CH3:17])[CH3:16]. The catalyst is C(Cl)Cl. The product is [C:15]([O:18][C:19]([N:9]1[CH2:10][C:11](=[O:13])[NH:12][C@H:7]([CH:1]2[CH2:2][CH2:3][CH2:4][CH2:5][CH2:6]2)[CH2:8]1)=[O:20])([CH3:17])([CH3:16])[CH3:14]. The yield is 0.590. (5) The reactants are [CH3:1][C:2]1[S:6][C:5](B(O)O)=[CH:4][CH:3]=1.[Br:10][C:11]1[CH:16]=[CH:15][C:14](I)=[C:13]([F:18])[CH:12]=1.C([O-])([O-])=O.[Na+].[Na+]. The catalyst is COCCOC.C1C=CC([P]([Pd]([P](C2C=CC=CC=2)(C2C=CC=CC=2)C2C=CC=CC=2)([P](C2C=CC=CC=2)(C2C=CC=CC=2)C2C=CC=CC=2)[P](C2C=CC=CC=2)(C2C=CC=CC=2)C2C=CC=CC=2)(C2C=CC=CC=2)C2C=CC=CC=2)=CC=1. The product is [Br:10][C:11]1[CH:16]=[CH:15][C:14]([C:5]2[S:6][C:2]([CH3:1])=[CH:3][CH:4]=2)=[C:13]([F:18])[CH:12]=1. The yield is 0.750.